From a dataset of Full USPTO retrosynthesis dataset with 1.9M reactions from patents (1976-2016). Predict the reactants needed to synthesize the given product. (1) The reactants are: [CH2:1]([O:4][N:5]([C@H:18]1[CH2:23][N:22](C(OC(C)(C)C)=O)[C@H:21]([CH2:31][O:32][Si:33]([C:36]([CH3:39])([CH3:38])[CH3:37])([CH3:35])[CH3:34])[C:20]([CH3:40])=[CH:19]1)[S:6]([C:9]1[CH:14]=[CH:13][CH:12]=[CH:11][C:10]=1[N+:15]([O-:17])=[O:16])(=[O:8])=[O:7])[CH:2]=[CH2:3]. Given the product [Si:33]([O:32][CH2:31][C@H:21]1[NH:22][CH2:23][C@H:18]([N:5]([O:4][CH2:1][CH:2]=[CH2:3])[S:6]([C:9]2[CH:14]=[CH:13][CH:12]=[CH:11][C:10]=2[N+:15]([O-:17])=[O:16])(=[O:8])=[O:7])[CH:19]=[C:20]1[CH3:40])([C:36]([CH3:39])([CH3:38])[CH3:37])([CH3:35])[CH3:34], predict the reactants needed to synthesize it. (2) Given the product [Br:24][C:4]1[N:5]=[N:6][C:7]([C:9]2[CH:14]=[CH:13][C:12]([C:15]([F:18])([F:17])[F:16])=[CH:11][CH:10]=2)=[CH:8][C:3]=1[C:2]([F:21])([F:20])[F:1], predict the reactants needed to synthesize it. The reactants are: [F:1][C:2]([F:21])([F:20])[C:3]1[C:4](=O)[NH:5][N:6]=[C:7]([C:9]2[CH:14]=[CH:13][C:12]([C:15]([F:18])([F:17])[F:16])=[CH:11][CH:10]=2)[CH:8]=1.P(Br)(Br)([Br:24])=O.CN(C=O)C. (3) Given the product [CH2:2]([O:28][C:26]([C:10]1[C:14]2[CH2:15][NH:16][CH2:17][CH2:18][C:13]=2[NH:12][N:11]=1)=[O:27])[CH3:3], predict the reactants needed to synthesize it. The reactants are: F[C:2](F)(F)[C:3](O)=O.C([C:10]1([C:26]([O-:28])=[O:27])[C:14]2[CH2:15][N:16](C(OC(C)(C)C)=O)[CH2:17][CH2:18][C:13]=2[NH:12][NH:11]1)C. (4) Given the product [C:1]([C:3]1[C:4]([NH:16][C:17]2[C:18]([CH3:26])=[C:19]3[C:23](=[CH:24][CH:25]=2)[NH:22][CH:21]=[CH:20]3)=[C:5]2[CH:11]=[C:10]([C:12]([OH:14])=[O:13])[S:9][C:6]2=[N:7][CH:8]=1)#[N:2], predict the reactants needed to synthesize it. The reactants are: [C:1]([C:3]1[C:4]([NH:16][C:17]2[C:18]([CH3:26])=[C:19]3[C:23](=[CH:24][CH:25]=2)[NH:22][CH:21]=[CH:20]3)=[C:5]2[CH:11]=[C:10]([C:12]([O:14]C)=[O:13])[S:9][C:6]2=[N:7][CH:8]=1)#[N:2].[OH-].[Na+].Cl.O. (5) Given the product [CH3:11][N:8]1[C:7]([CH2:12][N:13]2[CH2:14][CH2:15][CH:16]([C:19]([OH:22])([CH3:21])[CH3:20])[CH2:17][CH2:18]2)=[N:6][C:5]2[C:9]1=[N:10][C:2]([N:36]1[C:37]3[CH:43]=[CH:42][CH:41]=[CH:40][C:38]=3[N:39]=[C:35]1[C:29]1[CH:34]=[CH:33][CH:32]=[CH:31][CH:30]=1)=[N:3][C:4]=2[N:23]1[CH2:28][CH2:27][O:26][CH2:25][CH2:24]1, predict the reactants needed to synthesize it. The reactants are: Cl[C:2]1[N:10]=[C:9]2[C:5]([N:6]=[C:7]([CH2:12][N:13]3[CH2:18][CH2:17][CH:16]([C:19]([OH:22])([CH3:21])[CH3:20])[CH2:15][CH2:14]3)[N:8]2[CH3:11])=[C:4]([N:23]2[CH2:28][CH2:27][O:26][CH2:25][CH2:24]2)[N:3]=1.[C:29]1([C:35]2[NH:36][C:37]3[CH:43]=[CH:42][CH:41]=[CH:40][C:38]=3[N:39]=2)[CH:34]=[CH:33][CH:32]=[CH:31][CH:30]=1. (6) Given the product [CH3:32][O:33][C:2]1[N:7]=[CH:6][C:5]([O:8][C:9]2[CH:10]=[CH:11][C:12]3[N:16]=[C:15]([CH2:17][O:18][C:19]4[CH:20]=[C:21]([CH:25]=[CH:26][CH:27]=4)[C:22]([OH:24])=[O:23])[N:14]([CH3:28])[C:13]=3[CH:29]=2)=[CH:4][CH:3]=1, predict the reactants needed to synthesize it. The reactants are: Cl[C:2]1[N:7]=[CH:6][C:5]([O:8][C:9]2[CH:10]=[CH:11][C:12]3[N:16]=[C:15]([CH2:17][O:18][C:19]4[CH:20]=[C:21]([CH:25]=[CH:26][CH:27]=4)[C:22]([OH:24])=[O:23])[N:14]([CH3:28])[C:13]=3[CH:29]=2)=[CH:4][CH:3]=1.[H-].[Na+].[CH3:32][OH:33].